From a dataset of Peptide-MHC class I binding affinity with 185,985 pairs from IEDB/IMGT. Regression. Given a peptide amino acid sequence and an MHC pseudo amino acid sequence, predict their binding affinity value. This is MHC class I binding data. (1) The peptide sequence is KTMAMALSI. The MHC is HLA-B58:01 with pseudo-sequence HLA-B58:01. The binding affinity (normalized) is 0.880. (2) The peptide sequence is SLIKEEILFV. The MHC is HLA-A68:02 with pseudo-sequence HLA-A68:02. The binding affinity (normalized) is 0.238. (3) The peptide sequence is EYYHTLDESF. The MHC is HLA-A01:01 with pseudo-sequence HLA-A01:01. The binding affinity (normalized) is 0.0113. (4) The peptide sequence is VPFPVVNA. The MHC is H-2-Kb with pseudo-sequence H-2-Kb. The binding affinity (normalized) is 0.383. (5) The peptide sequence is KRWAFRTGV. The MHC is HLA-A11:01 with pseudo-sequence HLA-A11:01. The binding affinity (normalized) is 0.0847.